This data is from Catalyst prediction with 721,799 reactions and 888 catalyst types from USPTO. The task is: Predict which catalyst facilitates the given reaction. Reactant: [H-].[H-].[H-].[H-].[Li+].[Al+3].[NH2:7][C:8]1[CH:9]=[C:10]2[C:14](=[CH:15][CH:16]=1)[NH:13][C:12](=O)[C:11]12[O:21][CH2:20][CH2:19][O:18]1.O. Product: [NH:13]1[C:14]2[C:10](=[CH:9][C:8]([NH2:7])=[CH:16][CH:15]=2)[C:11]2([O:18][CH2:19][CH2:20][O:21]2)[CH2:12]1. The catalyst class is: 1.